From a dataset of Forward reaction prediction with 1.9M reactions from USPTO patents (1976-2016). Predict the product of the given reaction. (1) Given the reactants Cl.FC1C=C(C=CC=1)CN1C=C(C2C3C(=NC=C(C4C=CC(C5CCNCC5)=CC=4)C=3)N(S(C3C=CC(C)=CC=3)(=O)=O)C=2)C=N1.[F:46][C:47]1[CH:48]=[C:49]([CH:91]=[CH:92][CH:93]=1)[CH2:50][N:51]1[CH:55]=[C:54]([C:56]2[C:64]3[C:59](=[N:60][CH:61]=[C:62]([C:65]4[CH:66]=[CH:67][C:68]([N:71]5[CH2:76][CH2:75][N:74]([CH2:77][C@@H:78]([OH:80])[CH3:79])[CH2:73][CH2:72]5)=[N:69][CH:70]=4)[CH:63]=3)[N:58](S(C3C=CC(C)=CC=3)(=O)=O)[CH:57]=2)[CH:53]=[N:52]1.[OH-].[Li+], predict the reaction product. The product is: [F:46][C:47]1[CH:48]=[C:49]([CH:91]=[CH:92][CH:93]=1)[CH2:50][N:51]1[CH:55]=[C:54]([C:56]2[C:64]3[C:59](=[N:60][CH:61]=[C:62]([C:65]4[CH:66]=[CH:67][C:68]([N:71]5[CH2:72][CH2:73][N:74]([CH2:77][C@@H:78]([OH:80])[CH3:79])[CH2:75][CH2:76]5)=[N:69][CH:70]=4)[CH:63]=3)[NH:58][CH:57]=2)[CH:53]=[N:52]1. (2) Given the reactants [C:1](Cl)(=[O:8])[C:2]1[CH:7]=[CH:6][CH:5]=[CH:4][CH:3]=1.[NH2:10][C:11]1[S:12][C:13]([CH:17]=[O:18])=[C:14]([Cl:16])[N:15]=1.N1C=CC=CC=1, predict the reaction product. The product is: [Cl:16][C:14]1[N:15]=[C:11]([NH:10][C:1](=[O:8])[C:2]2[CH:7]=[CH:6][CH:5]=[CH:4][CH:3]=2)[S:12][C:13]=1[CH:17]=[O:18]. (3) Given the reactants [C:1]([O:5][C:6]([N:8]1[CH2:13][CH2:12][CH:11]([C:14]2[O:23][C:17]3=[CH:18][N:19]=[C:20](Cl)[CH:21]=[C:16]3[CH:15]=2)[CH2:10][CH2:9]1)=[O:7])([CH3:4])([CH3:3])[CH3:2].[CH3:24][S:25]([C:28]1[CH:33]=[CH:32][C:31](B(O)O)=[CH:30][CH:29]=1)(=[O:27])=[O:26].C([O-])([O-])=O.[Na+].[Na+], predict the reaction product. The product is: [C:1]([O:5][C:6]([N:8]1[CH2:13][CH2:12][CH:11]([C:14]2[O:23][C:17]3=[CH:18][N:19]=[C:20]([C:31]4[CH:32]=[CH:33][C:28]([S:25]([CH3:24])(=[O:27])=[O:26])=[CH:29][CH:30]=4)[CH:21]=[C:16]3[CH:15]=2)[CH2:10][CH2:9]1)=[O:7])([CH3:4])([CH3:3])[CH3:2]. (4) The product is: [NH2:1][C:2]1[N:7]=[C:6]([N:8]2[CH2:20][CH2:19][C:11]3([CH2:15][N:14]([C:41]([O:43][C:44]([CH3:47])([CH3:46])[CH3:45])=[O:40])[C@H:13]([C:16]([OH:18])=[O:17])[CH2:12]3)[CH2:10][CH2:9]2)[CH:5]=[C:4]([O:21][C@H:22]([C:27]2[CH:32]=[CH:31][C:30]([Cl:33])=[CH:29][C:28]=2[N:34]2[CH:38]=[CH:37][C:36]([CH3:39])=[N:35]2)[C:23]([F:25])([F:24])[F:26])[N:3]=1. Given the reactants [NH2:1][C:2]1[N:7]=[C:6]([N:8]2[CH2:20][CH2:19][C:11]3([CH2:15][NH:14][C@H:13]([C:16]([OH:18])=[O:17])[CH2:12]3)[CH2:10][CH2:9]2)[CH:5]=[C:4]([O:21][C@H:22]([C:27]2[CH:32]=[CH:31][C:30]([Cl:33])=[CH:29][C:28]=2[N:34]2[CH:38]=[CH:37][C:36]([CH3:39])=[N:35]2)[C:23]([F:26])([F:25])[F:24])[N:3]=1.[O:40](C(OC(C)(C)C)=O)[C:41]([O:43][C:44]([CH3:47])([CH3:46])[CH3:45])=O.Cl, predict the reaction product. (5) Given the reactants [N:1]1[C:5]2[CH:6]=[CH:7][CH:8]=[CH:9][C:4]=2[NH:3][CH:2]=1.[H-].[Na+].[CH2:12](Cl)[O:13][CH2:14][C:15]1[CH:20]=[CH:19][CH:18]=[CH:17][CH:16]=1, predict the reaction product. The product is: [CH2:14]([O:13][CH2:12][N:1]1[C:5]2[CH:6]=[CH:7][CH:8]=[CH:9][C:4]=2[N:3]=[CH:2]1)[C:15]1[CH:20]=[CH:19][CH:18]=[CH:17][CH:16]=1. (6) The product is: [ClH:27].[N:33]1[CH:34]=[CH:35][C:30]([CH2:29][CH2:28][O:17][C:14]2[CH:15]=[C:16]3[C:11](=[CH:12][CH:13]=2)[O:10][C:9]([C:18]2[N:23]=[CH:22][N:21]4[CH:24]=[CH:25][CH:26]=[C:20]4[CH:19]=2)=[CH:8][C:7]3=[N:6][OH:5])=[CH:31][CH:32]=1. Given the reactants C([O:5][N:6]=[C:7]1[C:16]2[C:11](=[CH:12][CH:13]=[C:14]([OH:17])[CH:15]=2)[O:10][C:9]([C:18]2[N:23]=[CH:22][N:21]3[CH:24]=[CH:25][CH:26]=[C:20]3[CH:19]=2)=[CH:8]1)(C)(C)C.[Cl:27][CH2:28][CH2:29][C:30]1[CH:35]=[CH:34][N:33]=[CH:32][CH:31]=1, predict the reaction product.